Dataset: Catalyst prediction with 721,799 reactions and 888 catalyst types from USPTO. Task: Predict which catalyst facilitates the given reaction. (1) Reactant: [Br:1][C:2]1[C:3]([O:20][CH3:21])=[CH:4][C:5]([N+:17]([O-:19])=[O:18])=[C:6]([N:8]([CH2:12][C:13]([O:15][CH3:16])=[O:14])C(=O)C)[CH:7]=1.S(=O)(=O)(O)O. Product: [Br:1][C:2]1[C:3]([O:20][CH3:21])=[CH:4][C:5]([N+:17]([O-:19])=[O:18])=[C:6]([NH:8][CH2:12][C:13]([O:15][CH3:16])=[O:14])[CH:7]=1. The catalyst class is: 5. (2) Reactant: [Cl:1][C:2]1[CH:42]=[CH:41][C:5]([CH2:6][N:7]2[C:12](=[N:13][C:14]3[CH:19]=[CH:18][C:17]([O:20][CH:21]([CH3:23])[CH3:22])=[C:16]([F:24])[CH:15]=3)[NH:11][C:10](=[O:25])[N:9]([CH2:26][CH2:27][NH:28][C:29](=[N:37][C:38]#[N:39])OC3C=CC=CC=3)[C:8]2=[O:40])=[CH:4][CH:3]=1.CC(O)C.[CH3:47][NH2:48].C1COCC1. Product: [Cl:1][C:2]1[CH:3]=[CH:4][C:5]([CH2:6][N:7]2[C:12](=[N:13][C:14]3[CH:19]=[CH:18][C:17]([O:20][CH:21]([CH3:23])[CH3:22])=[C:16]([F:24])[CH:15]=3)[NH:11][C:10](=[O:25])[N:9]([CH2:26][CH2:27][NH:28][C:29](=[N:37][C:38]#[N:39])[NH:48][CH3:47])[C:8]2=[O:40])=[CH:41][CH:42]=1. The catalyst class is: 13. (3) Reactant: C(OC([N:8]1[CH2:39][CH2:38][C:11]2([CH2:15][N:14]([C:16](=[O:37])[C:17]3[CH:22]=[CH:21][C:20]([C:23]4[O:24][C:25]5[C:31]([CH:32]([CH3:34])[CH3:33])=[CH:30][C:29]([C:35]#[N:36])=[CH:28][C:26]=5[N:27]=4)=[CH:19][CH:18]=3)[CH2:13][CH2:12]2)[CH2:10][CH2:9]1)=O)(C)(C)C.FC(F)(F)C(O)=O. Product: [CH2:15]1[C:11]2([CH2:38][CH2:39][NH:8][CH2:9][CH2:10]2)[CH2:12][CH2:13][N:14]1[C:16]([C:17]1[CH:18]=[CH:19][C:20]([C:23]2[O:24][C:25]3[C:31]([CH:32]([CH3:34])[CH3:33])=[CH:30][C:29]([C:35]#[N:36])=[CH:28][C:26]=3[N:27]=2)=[CH:21][CH:22]=1)=[O:37]. The catalyst class is: 4. (4) Reactant: [CH3:1][N:2]([CH3:7])[CH2:3][CH2:4][NH:5][CH3:6].O.ON1C2C=CC=CC=2N=N1.Cl.C(N=C=NCCCN(C)C)C.[Cl:31][C:32]1[C:40]([F:41])=[N:39][CH:38]=[CH:37][C:33]=1[C:34]([OH:36])=O. Product: [Cl:31][C:32]1[C:40]([F:41])=[N:39][CH:38]=[CH:37][C:33]=1[C:34]([N:5]([CH2:4][CH2:3][N:2]([CH3:7])[CH3:1])[CH3:6])=[O:36]. The catalyst class is: 408. (5) Reactant: [CH2:1]([CH:3]([CH2:21][CH2:22][CH2:23][CH3:24])[CH2:4][O:5][C:6]1[CH:11]=[CH:10][C:9]([O:12][CH2:13][CH:14]([CH2:19][CH3:20])[CH2:15][CH2:16][CH2:17][CH3:18])=[CH:8][CH:7]=1)[CH3:2].[N+:25]([O-])([OH:27])=[O:26].O. Product: [CH2:19]([CH:14]([CH2:15][CH2:16][CH2:17][CH3:18])[CH2:13][O:12][C:9]1[CH:8]=[CH:7][C:6]([O:5][CH2:4][CH:3]([CH2:1][CH3:2])[CH2:21][CH2:22][CH2:23][CH3:24])=[CH:11][C:10]=1[N+:25]([O-:27])=[O:26])[CH3:20]. The catalyst class is: 22. (6) Reactant: [H-].[Al+3].[Li+].[H-].[H-].[H-].[Cl:7][C:8]1[CH:9]=[CH:10][C:11]([S:16][CH2:17][CH3:18])=[C:12]([CH:15]=1)[C:13]#[N:14].O.O.O.O.O.O.O.O.O.O.[O-]S([O-])(=O)=O.[Na+].[Na+]. Product: [ClH:7].[Cl:7][C:8]1[CH:9]=[CH:10][C:11]([S:16][CH2:17][CH3:18])=[C:12]([CH2:13][NH2:14])[CH:15]=1. The catalyst class is: 7. (7) Reactant: C[O:2][C:3]1[CH:12]=[CH:11][C:10]2[N:9]=[C:8]([C:13]3[CH:18]=[CH:17][CH:16]=[CH:15][CH:14]=3)[CH:7]=[N:6][C:5]=2[C:4]=1[C:19]([O:21]C)=[O:20].B(Br)(Br)Br. Product: [OH:2][C:3]1[CH:12]=[CH:11][C:10]2[N:9]=[C:8]([C:13]3[CH:18]=[CH:17][CH:16]=[CH:15][CH:14]=3)[CH:7]=[N:6][C:5]=2[C:4]=1[C:19]([OH:21])=[O:20]. The catalyst class is: 4. (8) Reactant: [F:1][C:2]1[CH:7]=[CH:6][C:5]([C:8]2[CH:9]=[C:10]([CH:18]([CH3:20])[CH3:19])[CH:11]=[C:12]3[C:17]=2[N:16]=[CH:15][CH:14]=[CH:13]3)=[CH:4][C:3]=1[CH:21]=[CH:22][C:23]1[CH:28]=[CH:27][C:26]([S:29]([CH3:32])(=[O:31])=[O:30])=[CH:25][CH:24]=1. Product: [F:1][C:2]1[CH:7]=[CH:6][C:5]([C:8]2[CH:9]=[C:10]([CH:18]([CH3:19])[CH3:20])[CH:11]=[C:12]3[C:17]=2[N:16]=[CH:15][CH:14]=[CH:13]3)=[CH:4][C:3]=1[CH2:21][CH2:22][C:23]1[CH:24]=[CH:25][C:26]([S:29]([CH3:32])(=[O:31])=[O:30])=[CH:27][CH:28]=1. The catalyst class is: 11. (9) Reactant: [C:1](Cl)(Cl)=[S:2].[NH2:5][C:6]1[CH:7]=[C:8]([OH:15])[C:9]([C:13]#[N:14])=[CH:10][C:11]=1[F:12]. Product: [C:13]([C:9]1[C:8]([OH:15])=[CH:7][C:6]([N:5]=[C:1]=[S:2])=[C:11]([F:12])[CH:10]=1)#[N:14]. The catalyst class is: 13. (10) Reactant: [Li+].[CH3:2][CH:3]([N-:5][CH:6]([CH3:8])[CH3:7])[CH3:4].I[C:10]1[CH:16]=[CH:15][C:13]([NH2:14])=[CH:12][CH:11]=1.[C:17]([O-:20])([O-])=O.[K+].[K+]. Product: [NH2:14][C:13]1[CH:15]=[CH:16][C:10]([C:11]2[N:5]([CH:6]3[CH2:8][CH2:7]3)[C:3]3[C:4]([C:12]=2[C:13]#[N:14])=[CH:10][CH:16]=[C:15]([O:20][CH3:17])[CH:2]=3)=[CH:11][CH:12]=1. The catalyst class is: 431.